This data is from Reaction yield outcomes from USPTO patents with 853,638 reactions. The task is: Predict the reaction yield, written as a fraction of the theoretical maximum amount of product (1.0 means a 100% yield; for example, 0.34 means a 34% yield). (1) The reactants are Cl.[CH:2]1[C:12]2[CH2:11][CH2:10][C:9]3[CH:13]=[CH:14][CH:15]=[CH:16][C:8]=3[C:7](=[CH:17][CH2:18][CH2:19][NH2:20])[C:6]=2[CH:5]=[CH:4][CH:3]=1.C(N(CC)CC)C.[F:28][C:29]([F:42])([F:41])[O:30][C:31]1[CH:36]=[CH:35][C:34]([S:37](Cl)(=[O:39])=[O:38])=[CH:33][CH:32]=1. The catalyst is CN(C=O)C. The product is [CH:2]1[C:12]2[CH2:11][CH2:10][C:9]3[CH:13]=[CH:14][CH:15]=[CH:16][C:8]=3[C:7](=[CH:17][CH2:18][CH2:19][NH:20][S:37]([C:34]3[CH:33]=[CH:32][C:31]([O:30][C:29]([F:28])([F:41])[F:42])=[CH:36][CH:35]=3)(=[O:39])=[O:38])[C:6]=2[CH:5]=[CH:4][CH:3]=1. The yield is 0.860. (2) The reactants are [CH2:1]([C:3]1[CH:4]=[C:5]([C:11]2[CH:12]=[C:13]3[C:20](=[CH:21][CH:22]=2)[C:16]2=[N:17][NH:18][CH:19]=[C:15]2[CH2:14]3)[CH:6]=[CH:7][C:8]=1[O:9]C)[CH3:2].B(Br)(Br)Br. The product is [N:17]1[NH:18][CH:19]=[C:15]2[CH2:14][C:13]3[C:20](=[CH:21][CH:22]=[C:11]([C:5]4[CH:6]=[CH:7][C:8]([OH:9])=[C:3]([CH2:1][CH3:2])[CH:4]=4)[CH:12]=3)[C:16]=12. The yield is 0.710. The catalyst is C(Cl)Cl.